From a dataset of Forward reaction prediction with 1.9M reactions from USPTO patents (1976-2016). Predict the product of the given reaction. (1) Given the reactants Br[C:2]1[CH:3]=[CH:4][C:5]([N:19]([CH2:26][C:27]2[CH:32]=[CH:31][CH:30]=[CH:29][C:28]=2[Cl:33])[CH2:20][CH2:21][C:22]([F:25])([F:24])[F:23])=[C:6]([NH:8][C:9]([NH:11][C:12]2[CH:17]=[CH:16][C:15]([CH3:18])=[CH:14][CH:13]=2)=[O:10])[CH:7]=1.[C:34]([C:37]1[CH:42]=[CH:41][C:40]([F:43])=[CH:39][C:38]=1B(O)O)([OH:36])=[O:35].C(N(CCC(F)(F)F)C1C=CC(Br)=CC=1NC(NC1C=CC(C)=CC=1)=O)C1C=CC=CC=1, predict the reaction product. The product is: [Cl:33][C:28]1[CH:29]=[CH:30][CH:31]=[CH:32][C:27]=1[CH2:26][N:19]([CH2:20][CH2:21][C:22]([F:25])([F:24])[F:23])[C:5]1[CH:4]=[CH:3][C:2]([C:42]2[C:37]([C:34]([OH:36])=[O:35])=[CH:38][CH:39]=[C:40]([F:43])[CH:41]=2)=[CH:7][C:6]=1[NH:8][C:9]([NH:11][C:12]1[CH:17]=[CH:16][C:15]([CH3:18])=[CH:14][CH:13]=1)=[O:10]. (2) Given the reactants [CH:1]([C:3]1[CH:18]=[CH:17][C:6]([O:7][C:8]2[CH:16]=[CH:15][C:11]([C:12]([NH2:14])=[O:13])=[CH:10][CH:9]=2)=[CH:5][CH:4]=1)=O.[CH2:19]([NH2:26])[C:20]1[CH:25]=[CH:24][CH:23]=[CH:22][CH:21]=1.[BH4-].[Na+], predict the reaction product. The product is: [CH2:19]([NH:26][CH2:1][C:3]1[CH:18]=[CH:17][C:6]([O:7][C:8]2[CH:16]=[CH:15][C:11]([C:12]([NH2:14])=[O:13])=[CH:10][CH:9]=2)=[CH:5][CH:4]=1)[C:20]1[CH:25]=[CH:24][CH:23]=[CH:22][CH:21]=1. (3) Given the reactants [N:1]1([CH2:8][CH2:9][O:10][C:11]2[CH:16]=[CH:15][C:14]([C:17]([C:19]3[C:28]4[C:23](=[CH:24][C:25]([O:29][CH3:30])=[CH:26][CH:27]=4)[CH:22]=[CH:21][C:20]=3[OH:31])=[O:18])=[CH:13][CH:12]=2)[CH2:7][CH2:6][CH2:5][CH2:4][CH2:3][CH2:2]1.C(N(CC)CC)C.[F:39][C:40]([F:53])([F:52])[S:41](O[S:41]([C:40]([F:53])([F:52])[F:39])(=[O:43])=[O:42])(=[O:43])=[O:42], predict the reaction product. The product is: [N:1]1([CH2:8][CH2:9][O:10][C:11]2[CH:16]=[CH:15][C:14]([C:17]([C:19]3[C:28]4[C:23](=[CH:24][C:25]([O:29][CH3:30])=[CH:26][CH:27]=4)[CH:22]=[CH:21][C:20]=3[O:31][S:41]([C:40]([F:53])([F:52])[F:39])(=[O:43])=[O:42])=[O:18])=[CH:13][CH:12]=2)[CH2:7][CH2:6][CH2:5][CH2:4][CH2:3][CH2:2]1. (4) Given the reactants [Br:1][C:2]1[CH:3]=[C:4]2[C:9](=[CH:10][CH:11]=1)[O:8][CH:7]1[CH2:12][O:13][CH2:14][CH:15](O)[CH:6]1[C:5]2=[O:17].CC[N+](S(N=C(OC)[O-])(=O)=O)(CC)CC, predict the reaction product. The product is: [Br:1][C:2]1[CH:3]=[C:4]2[C:9](=[CH:10][CH:11]=1)[O:8][CH:7]1[CH2:12][O:13][CH2:14][CH:15]=[C:6]1[C:5]2=[O:17]. (5) Given the reactants [F:1][C:2]1[CH:3]=[C:4]2[C:8](=[CH:9][CH:10]=1)[NH:7][C:6](=[O:11])[C:5]2=[O:12].[N+:13]([O-])([OH:15])=[O:14], predict the reaction product. The product is: [F:1][C:2]1[CH:3]=[C:4]2[C:8](=[C:9]([N+:13]([O-:15])=[O:14])[CH:10]=1)[NH:7][C:6](=[O:11])[C:5]2=[O:12]. (6) Given the reactants [CH:1]1([CH2:4][CH:5]([C:15]#[N:16])[CH:6]([SiH:12]([CH3:14])[CH3:13])[C:7]([O:9][CH2:10][CH3:11])=[O:8])[CH2:3][CH2:2]1.[OH-].[Li+].C(O)[C:20]1[CH:25]=[CH:24]C=[CH:22][CH:21]=1.C1(N=C=NC2CCCCC2)CCCCC1.Cl, predict the reaction product. The product is: [CH:1]1([CH2:4][CH:5]([C:15]#[N:16])[CH:6]([SiH:12]([CH3:13])[CH3:14])[C:7]([O:9][CH2:10][C:11]2[CH:24]=[CH:25][CH:20]=[CH:21][CH:22]=2)=[O:8])[CH2:3][CH2:2]1. (7) Given the reactants [Cl:1][C:2]1[CH:7]=[CH:6][C:5]([N:8]2[C:12]([CH:13]3[CH2:18][CH2:17][N:16](C(OC(C)(C)C)=O)[CH2:15][CH2:14]3)=[N:11][C:10]([CH3:26])=[N:9]2)=[CH:4][C:3]=1[CH3:27].[F:28][C:29]([F:34])([F:33])[C:30]([OH:32])=[O:31], predict the reaction product. The product is: [C:30]([OH:32])([C:29]([F:34])([F:33])[F:28])=[O:31].[F:28][C:29]([F:34])([F:33])[C:30]([OH:32])=[O:31].[Cl:1][C:2]1[CH:7]=[CH:6][C:5]([N:8]2[C:12]([CH:13]3[CH2:18][CH2:17][NH:16][CH2:15][CH2:14]3)=[N:11][C:10]([CH3:26])=[N:9]2)=[CH:4][C:3]=1[CH3:27].